Dataset: Reaction yield outcomes from USPTO patents with 853,638 reactions. Task: Predict the reaction yield, written as a fraction of the theoretical maximum amount of product (1.0 means a 100% yield; for example, 0.34 means a 34% yield). The reactants are [F:1][C:2]([F:14])([F:13])[C:3]1[CH:12]=[CH:11][C:6]([CH2:7][N:8]=[C:9]=[O:10])=[CH:5][CH:4]=1.[CH3:15][N:16]1[C:24]2[CH:23]=[CH:22][CH:21]=[C:20]([NH2:25])[C:19]=2[CH:18]=[N:17]1. No catalyst specified. The product is [CH3:15][N:16]1[C:24]2[C:19](=[C:20]([NH:25][C:9]([NH:8][CH2:7][C:6]3[CH:11]=[CH:12][C:3]([C:2]([F:13])([F:14])[F:1])=[CH:4][CH:5]=3)=[O:10])[CH:21]=[CH:22][CH:23]=2)[CH:18]=[N:17]1. The yield is 0.440.